This data is from Forward reaction prediction with 1.9M reactions from USPTO patents (1976-2016). The task is: Predict the product of the given reaction. Given the reactants [CH3:1][O:2][C:3](=[O:20])[C:4]1[CH:9]=[C:8](C=O)[CH:7]=[CH:6][C:5]=1[O:12][CH2:13][C:14]1[CH:19]=[CH:18][CH:17]=[CH:16][CH:15]=1.[CH:21]([O:26][CH3:27])([O:24][CH3:25])OC.C(N(CC)CC)C, predict the reaction product. The product is: [CH3:1][O:2][C:3](=[O:20])[C:4]1[CH:9]=[C:8]([CH:21]([O:24][CH3:25])[O:26][CH3:27])[CH:7]=[CH:6][C:5]=1[O:12][CH2:13][C:14]1[CH:19]=[CH:18][CH:17]=[CH:16][CH:15]=1.